This data is from Catalyst prediction with 721,799 reactions and 888 catalyst types from USPTO. The task is: Predict which catalyst facilitates the given reaction. (1) Reactant: [OH:1][C:2]1[CH:3]=[C:4]([C:9]2[O:10][C:11]3[C:16]([C:17](=[O:20])[C:18]=2[OH:19])=[CH:15][CH:14]=[CH:13][CH:12]=3)[CH:5]=[CH:6][C:7]=1[OH:8].C(=O)([O-])[O-].[K+].[K+].[CH2:27](Br)[C:28]1[CH:33]=[CH:32][CH:31]=[CH:30][CH:29]=1.Cl. Product: [CH2:27]([O:19][C:18]1[C:17](=[O:20])[C:16]2[C:11](=[CH:12][CH:13]=[CH:14][CH:15]=2)[O:10][C:9]=1[C:4]1[CH:5]=[CH:6][C:7]([O:8][CH2:9][C:4]2[CH:5]=[CH:6][CH:7]=[CH:2][CH:3]=2)=[C:2]([OH:1])[CH:3]=1)[C:28]1[CH:33]=[CH:32][CH:31]=[CH:30][CH:29]=1. The catalyst class is: 136. (2) Reactant: C([Cl:4])(=O)C.[Cl:5][C:6]1[CH:43]=[CH:42][CH:41]=[CH:40][C:7]=1[C:8]([NH:10][C@H:11]1[C:19]2[C:14](=[CH:15][CH:16]=[C:17]([C:20]([N:22]3[CH2:27][CH2:26][CH2:25][C:24]4([CH2:32][CH2:31][N:30](C(OC(C)(C)C)=O)[CH2:29][CH2:28]4)[CH2:23]3)=[O:21])[CH:18]=2)[CH2:13][CH2:12]1)=[O:9]. Product: [ClH:4].[CH2:23]1[C:24]2([CH2:28][CH2:29][NH:30][CH2:31][CH2:32]2)[CH2:25][CH2:26][CH2:27][N:22]1[C:20]([C:17]1[CH:18]=[C:19]2[C:14]([CH2:13][CH2:12][C@H:11]2[NH:10][C:8](=[O:9])[C:7]2[CH:40]=[CH:41][CH:42]=[CH:43][C:6]=2[Cl:5])=[CH:15][CH:16]=1)=[O:21]. The catalyst class is: 8.